Dataset: Reaction yield outcomes from USPTO patents with 853,638 reactions. Task: Predict the reaction yield, written as a fraction of the theoretical maximum amount of product (1.0 means a 100% yield; for example, 0.34 means a 34% yield). (1) The reactants are O[C:2]1[C:3](=[O:14])[NH:4][C:5](=[O:13])[C:6]=1[C:7]1[CH:12]=[CH:11][CH:10]=[CH:9][CH:8]=1.CN(C=O)C.C(Cl)(=O)C([Cl:23])=O. The catalyst is ClCCl. The product is [Cl:23][C:2]1[C:3](=[O:14])[NH:4][C:5](=[O:13])[C:6]=1[C:7]1[CH:12]=[CH:11][CH:10]=[CH:9][CH:8]=1. The yield is 0.640. (2) The reactants are [CH2:1]([OH:19])[CH2:2][CH2:3][CH2:4][CH2:5][CH2:6][CH2:7][CH2:8]/[CH:9]=[CH:10]\[CH2:11]/[CH:12]=[CH:13]\[CH2:14][CH2:15][CH2:16][CH2:17][CH3:18].C(N(CC)CC)C.[CH3:27][S:28](Cl)(=[O:30])=[O:29]. The catalyst is C(Cl)Cl. The product is [S:28]([O:19][CH2:1][CH2:2][CH2:3][CH2:4][CH2:5][CH2:6][CH2:7][CH2:8]/[CH:9]=[CH:10]\[CH2:11]/[CH:12]=[CH:13]\[CH2:14][CH2:15][CH2:16][CH2:17][CH3:18])(=[O:30])(=[O:29])[CH3:27]. The yield is 0.970. (3) The reactants are [CH:1]1([Mg]Br)[CH2:3][CH2:2]1.CON(C)[C:9]([CH:11]1[CH2:16][CH2:15][N:14]([C:17]([O:19][C:20]([CH3:23])([CH3:22])[CH3:21])=[O:18])[CH2:13][CH2:12]1)=[O:10]. The catalyst is O1CCCC1. The product is [CH:1]1([C:9]([CH:11]2[CH2:16][CH2:15][N:14]([C:17]([O:19][C:20]([CH3:23])([CH3:22])[CH3:21])=[O:18])[CH2:13][CH2:12]2)=[O:10])[CH2:3][CH2:2]1. The yield is 0.917. (4) The reactants are Cl.Cl[CH2:3][CH2:4][N:5]1[CH2:10][CH2:9][O:8][CH2:7][CH2:6]1.C(N(CC)C(C)C)(C)C.[F:20][C:21]1[CH:26]=[CH:25][C:24]([NH:27][C:28]2[C:37]3[C:32](=[CH:33][CH:34]=[C:35]([C:38](=[O:41])[NH:39][CH3:40])[CH:36]=3)[N:31]=[CH:30][C:29]=2[C:42]([OH:44])=[O:43])=[CH:23][CH:22]=1. The catalyst is CN(C)C=O. The product is [F:20][C:21]1[CH:22]=[CH:23][C:24]([NH:27][C:28]2[C:37]3[C:32](=[CH:33][CH:34]=[C:35]([C:38](=[O:41])[NH:39][CH3:40])[CH:36]=3)[N:31]=[CH:30][C:29]=2[C:42]([O:44][CH2:3][CH2:4][N:5]2[CH2:10][CH2:9][O:8][CH2:7][CH2:6]2)=[O:43])=[CH:25][CH:26]=1. The yield is 0.190. (5) The product is [N:7]1([CH2:12][CH2:13][CH2:14][O:15][C:16]2[CH:21]=[CH:20][C:19]([C:22]3([CH2:28][NH:29][CH2:30][CH3:31])[CH2:23][CH2:24][O:25][CH2:26][CH2:27]3)=[CH:18][CH:17]=2)[CH2:11][CH2:10][CH2:9][CH2:8]1. The reactants are [H-].[H-].[H-].[H-].[Li+].[Al+3].[N:7]1([CH2:12][CH2:13][CH2:14][O:15][C:16]2[CH:21]=[CH:20][C:19]([C:22]3([CH2:28][NH:29][C:30](=O)[CH3:31])[CH2:27][CH2:26][O:25][CH2:24][CH2:23]3)=[CH:18][CH:17]=2)[CH2:11][CH2:10][CH2:9][CH2:8]1.O.[OH-].[Na+]. The catalyst is O1CCCC1. The yield is 0.780. (6) The reactants are [N:1]1[N:2]=[C:3]([NH:6][CH:7]2[CH2:10][CH:9]([C:11]([O:13][CH2:14][CH3:15])=[O:12])[CH2:8]2)[NH:4][CH:5]=1.[C:16]([C:18]1[CH:23]=[CH:22][CH:21]=[CH:20][C:19]=1[C:24]1[CH:29]=[CH:28][C:27]([CH2:30][CH:31]([C:37](=O)[CH2:38][CH2:39][CH3:40])[C:32](OCC)=[O:33])=[C:26]([F:42])[CH:25]=1)#[N:17].Cl. The catalyst is C(N(CC)C1C=CC=CC=1)C. The product is [C:16]([C:18]1[CH:23]=[CH:22][CH:21]=[CH:20][C:19]=1[C:24]1[CH:29]=[CH:28][C:27]([CH2:30][C:31]2[C:32](=[O:33])[N:6]([C@H:7]3[CH2:8][C@H:9]([C:11]([O:13][CH2:14][CH3:15])=[O:12])[CH2:10]3)[C:3]3[N:2]([N:1]=[CH:5][N:4]=3)[C:37]=2[CH2:38][CH2:39][CH3:40])=[C:26]([F:42])[CH:25]=1)#[N:17]. The yield is 0.140.